This data is from Catalyst prediction with 721,799 reactions and 888 catalyst types from USPTO. The task is: Predict which catalyst facilitates the given reaction. Reactant: [C:1]([C:3]1[CH:8]=[CH:7][N:6]=[C:5]([NH:9][C:10](=[O:12])[CH3:11])[CH:4]=1)#[N:2]. Product: [NH2:2][CH2:1][C:3]1[CH:8]=[CH:7][N:6]=[C:5]([NH:9][C:10](=[O:12])[CH3:11])[CH:4]=1. The catalyst class is: 834.